Dataset: Forward reaction prediction with 1.9M reactions from USPTO patents (1976-2016). Task: Predict the product of the given reaction. (1) Given the reactants [CH3:1][O:2][C:3](=[O:20])[C@@H:4]1[CH2:8][C@@H:7](S(C)(=O)=O)[CH2:6][N:5]1[C:13]([O:15][C:16]([CH3:19])([CH3:18])[CH3:17])=[O:14].[N-:21]=[N+:22]=[N-:23].[Na+], predict the reaction product. The product is: [CH3:1][O:2][C:3](=[O:20])[C@@H:4]1[CH2:8][C@H:7]([N:21]=[N+:22]=[N-:23])[CH2:6][N:5]1[C:13]([O:15][C:16]([CH3:19])([CH3:18])[CH3:17])=[O:14]. (2) Given the reactants [Br:1]N1C(=O)CCC1=O.[CH3:9][C:10]1([CH3:19])[CH2:16][NH:15][C:14](=[O:17])[CH2:13][C:12](=[O:18])[CH2:11]1.OS([O-])(=O)=O.[Na+].C([O-])(O)=O.[Na+], predict the reaction product. The product is: [Br:1][CH:13]1[C:12](=[O:18])[CH2:11][C:10]([CH3:19])([CH3:9])[CH2:16][NH:15][C:14]1=[O:17]. (3) Given the reactants Cl[C:2]1[C:11]2[C:6](=[C:7]([CH3:21])[C:8]([C:12]3[C:17]([CH3:18])=[CH:16][C:15]([CH3:19])=[CH:14][C:13]=3[CH3:20])=[CH:9][CH:10]=2)[N:5]=[C:4]([CH3:22])[C:3]=1[CH2:23][CH2:24]Cl, predict the reaction product. The product is: [CH2:7]([CH:6]([N:5]1[C:2]2[C:11]3[CH:10]=[CH:9][C:8]([C:12]4[C:13]([CH3:20])=[CH:14][C:15]([CH3:19])=[CH:16][C:17]=4[CH3:18])=[C:7]([CH3:21])[C:6]=3[N:5]=[C:4]([CH3:22])[C:3]=2[CH:23]=[CH:24]1)[CH2:11][CH3:10])[CH3:8].